This data is from Full USPTO retrosynthesis dataset with 1.9M reactions from patents (1976-2016). The task is: Predict the reactants needed to synthesize the given product. The reactants are: [Cl:1][C:2]1[CH:3]=[C:4]2[C:8](=[C:9]([F:11])[CH:10]=1)[N:7](S(C1C=CC=CC=1)(=O)=O)[CH:6]=[C:5]2[C@@H:21]([C:42]1[CH:47]=[CH:46][C:45]([O:48][C:49]([F:52])([F:51])[F:50])=[CH:44][CH:43]=1)[C@@H:22]([C:26]1[CH:41]=[CH:40][C:29]([C:30]([NH:32][CH2:33][CH2:34][C:35]([O:37]CC)=[O:36])=[O:31])=[CH:28][CH:27]=1)[CH2:23][CH2:24][CH3:25].[Li+].[OH-].Cl. Given the product [Cl:1][C:2]1[CH:3]=[C:4]2[C:8](=[C:9]([F:11])[CH:10]=1)[NH:7][CH:6]=[C:5]2[C@@H:21]([C:42]1[CH:47]=[CH:46][C:45]([O:48][C:49]([F:50])([F:52])[F:51])=[CH:44][CH:43]=1)[C@@H:22]([C:26]1[CH:41]=[CH:40][C:29]([C:30]([NH:32][CH2:33][CH2:34][C:35]([OH:37])=[O:36])=[O:31])=[CH:28][CH:27]=1)[CH2:23][CH2:24][CH3:25], predict the reactants needed to synthesize it.